Dataset: Full USPTO retrosynthesis dataset with 1.9M reactions from patents (1976-2016). Task: Predict the reactants needed to synthesize the given product. Given the product [CH3:1][N:2]1[CH:6]=[C:5]([N:7]2[C:33]([NH2:34])=[C:29]3[CH2:30][CH2:31][CH2:32][C:28]3=[N:8]2)[CH:4]=[N:3]1, predict the reactants needed to synthesize it. The reactants are: [CH3:1][N:2]1[CH:6]=[C:5]([N:7](C(OC(C)(C)C)=O)[NH:8]C(OC(C)(C)C)=O)[CH:4]=[N:3]1.CCO.Cl.O=[C:28]1[CH2:32][CH2:31][CH2:30][CH:29]1[C:33]#[N:34].